This data is from Forward reaction prediction with 1.9M reactions from USPTO patents (1976-2016). The task is: Predict the product of the given reaction. Given the reactants [H-].[Na+].[CH:3]([C@H:16]1[N:21]2[CH2:22][C@@H:23]([OH:25])[CH2:24][C@H:20]2[CH2:19][N:18]([C:26]([O:28][C:29]([CH3:32])([CH3:31])[CH3:30])=[O:27])[CH2:17]1)([C:10]1[CH:15]=[CH:14][CH:13]=[CH:12][CH:11]=1)[C:4]1[CH:9]=[CH:8][CH:7]=[CH:6][CH:5]=1.[CH3:33]I.O, predict the reaction product. The product is: [CH:3]([C@H:16]1[N:21]2[CH2:22][C@@H:23]([O:25][CH3:33])[CH2:24][C@H:20]2[CH2:19][N:18]([C:26]([O:28][C:29]([CH3:32])([CH3:31])[CH3:30])=[O:27])[CH2:17]1)([C:10]1[CH:11]=[CH:12][CH:13]=[CH:14][CH:15]=1)[C:4]1[CH:9]=[CH:8][CH:7]=[CH:6][CH:5]=1.